From a dataset of Forward reaction prediction with 1.9M reactions from USPTO patents (1976-2016). Predict the product of the given reaction. (1) Given the reactants [Br:1][C:2]1[C:10]([F:11])=[CH:9][C:5]([C:6]([NH2:8])=[O:7])=[C:4]([F:12])[C:3]=1[CH3:13].[C:14](Cl)(=[O:18])C(Cl)=O.[CH:20]1([NH2:23])[CH2:22][CH2:21]1, predict the reaction product. The product is: [Br:1][C:2]1[C:10]([F:11])=[CH:9][C:5]([C:6]([NH:8][C:14]([NH:23][CH:20]2[CH2:22][CH2:21]2)=[O:18])=[O:7])=[C:4]([F:12])[C:3]=1[CH3:13]. (2) Given the reactants Br[C:2]1[CH:10]=[C:9]2[C:5]([C:6]([CH2:24][N:25]([CH3:33])[C:26](=[O:32])[O:27][C:28]([CH3:31])([CH3:30])[CH3:29])=[CH:7][N:8]2[S:11]([C:14]2[CH:19]=[CH:18][CH:17]=[C:16]([O:20][CH:21]([F:23])[F:22])[CH:15]=2)(=[O:13])=[O:12])=[CH:4][CH:3]=1.[F:34][C:35]([F:47])([F:46])[C:36]1[C:41](OB(O)O)=[CH:40][CH:39]=[CH:38][N:37]=1.C(=O)([O-])[O-].[K+].[K+], predict the reaction product. The product is: [F:23][CH:21]([F:22])[O:20][C:16]1[CH:15]=[C:14]([S:11]([N:8]2[C:9]3[C:5](=[CH:4][CH:3]=[C:2]([C:41]4[C:36]([C:35]([F:47])([F:46])[F:34])=[N:37][CH:38]=[CH:39][CH:40]=4)[CH:10]=3)[C:6]([CH2:24][N:25]([CH3:33])[C:26](=[O:32])[O:27][C:28]([CH3:30])([CH3:29])[CH3:31])=[CH:7]2)(=[O:12])=[O:13])[CH:19]=[CH:18][CH:17]=1. (3) The product is: [F:17][C:15]1[CH:16]=[C:11]([N:10]2[CH2:31][C@H:32]([CH2:33][OH:42])[O:8][C:9]2=[O:29])[CH:12]=[C:13]([F:28])[C:14]=1[N:18]1[CH2:23][CH2:22][C:21]([OH:27])([CH2:24][O:25][CH3:26])[CH2:20][CH2:19]1. Given the reactants C([O:8][C:9](=[O:29])[NH:10][C:11]1[CH:16]=[C:15]([F:17])[C:14]([N:18]2[CH2:23][CH2:22][C:21]([OH:27])([CH2:24][O:25][CH3:26])[CH2:20][CH2:19]2)=[C:13]([F:28])[CH:12]=1)C1C=CC=CC=1.[Li][CH2:31][CH2:32][CH2:33]C.CCCCCC.C[O-:42].[Na+], predict the reaction product. (4) Given the reactants Cl[C:2]1[N:7]=[C:6]([C:8]2[CH:13]=[CH:12][C:11]([OH:14])=[CH:10][CH:9]=2)[CH:5]=[N:4][CH:3]=1.[NH2:15][C:16]1[CH:24]=[CH:23][C:19]([C:20]([OH:22])=[O:21])=[CH:18][C:17]=1[Cl:25].CC1(C)C2C(=C(P(C3C=CC=CC=3)C3C=CC=CC=3)C=CC=2)OC2C(P(C3C=CC=CC=3)C3C=CC=CC=3)=CC=CC1=2, predict the reaction product. The product is: [Cl:25][C:17]1[CH:18]=[C:19]([CH:23]=[CH:24][C:16]=1[NH:15][C:2]1[CH:3]=[N:4][CH:5]=[C:6]([C:8]2[CH:13]=[CH:12][C:11]([OH:14])=[CH:10][CH:9]=2)[N:7]=1)[C:20]([OH:22])=[O:21].